This data is from Catalyst prediction with 721,799 reactions and 888 catalyst types from USPTO. The task is: Predict which catalyst facilitates the given reaction. (1) Reactant: [C:1]([C:5]1[CH:10]=[CH:9][C:8]([C:11]2[N:16]=[C:15](SC)[N:14]=[C:13]([NH:19][C:20]3[CH:29]=[CH:28][C:23]4[O:24][CH2:25][CH2:26][O:27][C:22]=4[CH:21]=3)[CH:12]=2)=[CH:7][CH:6]=1)([CH3:4])([CH3:3])[CH3:2].C1C=C(Cl)C=C([C:37](OO)=[O:38])C=1. Product: [C:1]([C:5]1[CH:10]=[CH:9][C:8]([C:11]2[N:16]=[C:15]([O:38][CH3:37])[N:14]=[C:13]([NH:19][C:20]3[CH:29]=[CH:28][C:23]4[O:24][CH2:25][CH2:26][O:27][C:22]=4[CH:21]=3)[CH:12]=2)=[CH:7][CH:6]=1)([CH3:4])([CH3:3])[CH3:2]. The catalyst class is: 2. (2) Reactant: CCN(C(C)C)C(C)C.[Cl:10][C:11]1[N:16]=[CH:15][C:14]([C:17]([OH:19])=O)=[CH:13][CH:12]=1.C1C=CC2N(O)N=NC=2C=1.CCN=C=NCCCN(C)C.[O:41]=[C:42]([N:59]1[CH2:64][CH2:63][NH:62][CH2:61][CH2:60]1)[CH2:43][NH:44][C:45]([C:47]1[CH:52]=[CH:51][C:50]([C:53]2[CH:58]=[CH:57][CH:56]=[CH:55][CH:54]=2)=[CH:49][CH:48]=1)=[O:46]. Product: [Cl:10][C:11]1[N:16]=[CH:15][C:14]([C:17]([N:62]2[CH2:61][CH2:60][N:59]([C:42](=[O:41])[CH2:43][NH:44][C:45]([C:47]3[CH:52]=[CH:51][C:50]([C:53]4[CH:58]=[CH:57][CH:56]=[CH:55][CH:54]=4)=[CH:49][CH:48]=3)=[O:46])[CH2:64][CH2:63]2)=[O:19])=[CH:13][CH:12]=1. The catalyst class is: 18. (3) The catalyst class is: 5. Product: [C:3]([C:5]1[CH:10]=[CH:9][CH:8]=[CH:7][C:6]=1[NH:11][C:12]([C@H:14]1[C@H:16]([C:17]2[CH:26]=[CH:25][C:24]3[C:19](=[CH:20][CH:21]=[CH:22][CH:23]=3)[CH:18]=2)[CH2:15]1)=[O:13])([OH:4])=[O:2]. Reactant: C[O:2][C:3]([C:5]1[CH:10]=[CH:9][CH:8]=[CH:7][C:6]=1[NH:11][C:12]([C@H:14]1[C@H:16]([C:17]2[CH:26]=[CH:25][C:24]3[C:19](=[CH:20][CH:21]=[CH:22][CH:23]=3)[CH:18]=2)[CH2:15]1)=[O:13])=[O:4].[OH-].[Na+]. (4) Reactant: C(OC([N:8]1[CH2:13][CH2:12][CH:11]([O:14][C:15]2[C:24]3[C:19](=[CH:20][CH:21]=[C:22](/[CH:25]=[C:26]4/[C:27](=[O:32])[N:28]=[C:29]([NH2:31])[S:30]/4)[CH:23]=3)[N:18]=[CH:17][CH:16]=2)[CH2:10][CH2:9]1)=O)(C)(C)C.Cl. Product: [NH2:31][C:29]1[S:30]/[C:26](=[CH:25]\[C:22]2[CH:23]=[C:24]3[C:19](=[CH:20][CH:21]=2)[N:18]=[CH:17][CH:16]=[C:15]3[O:14][CH:11]2[CH2:10][CH2:9][NH:8][CH2:13][CH2:12]2)/[C:27](=[O:32])[N:28]=1. The catalyst class is: 4. (5) Reactant: Br[C:2]1[N:6]([CH:7]([CH3:9])[CH3:8])[C:5]2[CH:10]([C:25]3[CH:30]=[CH:29][C:28]([Cl:31])=[CH:27][CH:26]=3)[N:11]([C:14]3[CH:15]=[C:16]([CH3:24])[C:17]4[O:21][N:20]=[C:19]([CH3:22])[C:18]=4[CH:23]=3)[C:12](=[O:13])[C:4]=2[N:3]=1.[CH3:32][O:33][C:34]1[N:39]=[C:38]([O:40][CH3:41])[C:37](B(O)O)=[CH:36][N:35]=1.CCOC(C)=O.CO. Product: [Cl:31][C:28]1[CH:29]=[CH:30][C:25]([CH:10]2[C:5]3[N:6]([CH:7]([CH3:9])[CH3:8])[C:2]([C:37]4[C:38]([O:40][CH3:41])=[N:39][C:34]([O:33][CH3:32])=[N:35][CH:36]=4)=[N:3][C:4]=3[C:12](=[O:13])[N:11]2[C:14]2[CH:15]=[C:16]([CH3:24])[C:17]3[O:21][N:20]=[C:19]([CH3:22])[C:18]=3[CH:23]=2)=[CH:26][CH:27]=1. The catalyst class is: 3. (6) Reactant: [CH3:1][C:2]1[CH:3]=[C:4]([N:9]([CH2:20][CH2:21][C:22]2[CH:27]=[CH:26][C:25]([CH3:28])=[CH:24][CH:23]=2)[C:10](=[O:19])[CH:11]([OH:18])[C:12]2[CH:17]=[CH:16][CH:15]=[CH:14][CH:13]=2)[CH:5]=[CH:6][C:7]=1[CH3:8].[CH3:29][S:30](Cl)(=[O:32])=[O:31].CCN(CC)CC. Product: [CH3:1][C:2]1[CH:3]=[C:4]([N:9]([CH2:20][CH2:21][C:22]2[CH:23]=[CH:24][C:25]([CH3:28])=[CH:26][CH:27]=2)[C:10]([CH:11]([O:18][S:30]([CH3:29])(=[O:32])=[O:31])[C:12]2[CH:17]=[CH:16][CH:15]=[CH:14][CH:13]=2)=[O:19])[CH:5]=[CH:6][C:7]=1[CH3:8]. The catalyst class is: 2. (7) Reactant: [CH2:1]([C:8]1[O:12][CH:11]=[C:10]([CH2:13][OH:14])[CH:9]=1)[C:2]1[CH:7]=[CH:6][CH:5]=[CH:4][CH:3]=1.[CH3:15][C:16]1([CH3:30])[C@@H:18](/[CH:19]=[C:20](/[F:26])\[C:21]([O:23][CH2:24][CH3:25])=[O:22])[C@H:17]1[C:27](O)=[O:28]. Product: [CH3:30][C:16]1([CH3:15])[C@@H:18](/[CH:19]=[C:20](/[F:26])\[C:21]([O:23][CH2:24][CH3:25])=[O:22])[C@H:17]1[C:27]([O:14][CH2:13][C:10]1[CH:9]=[C:8]([CH2:1][C:2]2[CH:3]=[CH:4][CH:5]=[CH:6][CH:7]=2)[O:12][CH:11]=1)=[O:28]. The catalyst class is: 119. (8) The catalyst class is: 43. Reactant: [OH:1][CH2:2][CH2:3][C@@H:4]1[CH2:6][C@@H:5]1[CH:7]1[CH2:12][CH2:11][N:10](C(OCC2C=CC=CC=2)=O)[CH2:9][CH2:8]1. Product: [NH:10]1[CH2:11][CH2:12][CH:7]([C@H:5]2[CH2:6][C@H:4]2[CH2:3][CH2:2][OH:1])[CH2:8][CH2:9]1. (9) Reactant: [CH3:1][N:2]([CH3:23])[CH2:3][CH2:4][C:5]1[S:9][C:8]2[CH:10]=[C:11]([CH3:14])[CH:12]=[CH:13][C:7]=2[C:6]=1[C:15]([C:17]1[CH:22]=[CH:21][CH:20]=[CH:19][N:18]=1)=[O:16].[Li][CH3:25]. Product: [CH3:23][N:2]([CH3:1])[CH2:3][CH2:4][C:5]1[S:9][C:8]2[CH:10]=[C:11]([CH3:14])[CH:12]=[CH:13][C:7]=2[C:6]=1[C:15]([C:17]1[CH:22]=[CH:21][CH:20]=[CH:19][N:18]=1)([OH:16])[CH3:25]. The catalyst class is: 11.